Dataset: Forward reaction prediction with 1.9M reactions from USPTO patents (1976-2016). Task: Predict the product of the given reaction. (1) Given the reactants [CH:1]1[C:6]2[CH2:7][CH2:8][CH2:9][C:10](=O)[CH2:11][C:5]=2[CH:4]=[CH:3][CH:2]=1.[NH:13]([C:15]1[CH:20]=[CH:19][CH:18]=[CH:17][N:16]=1)[NH2:14].[C:21](O)(=[O:23])C, predict the reaction product. The product is: [N:16]1[CH:17]=[CH:18][CH:19]=[CH:20][C:15]=1[N:13]1[C:21]([OH:23])=[C:11]2[C:10]([CH2:9][CH2:8][CH2:7][C:6]3[CH:1]=[CH:2][CH:3]=[CH:4][C:5]=32)=[N:14]1. (2) Given the reactants [OH-].[Na+].C([O:5][C:6](=[O:13])[CH2:7][NH:8][CH:9]([CH2:11][CH3:12])[CH3:10])C.[CH:14]1[C:26]2[CH:25]([CH2:27][O:28][C:29](Cl)=[O:30])[C:24]3[C:19](=[CH:20][CH:21]=[CH:22][CH:23]=3)[C:18]=2[CH:17]=[CH:16][CH:15]=1.C(N(CC)CC)C, predict the reaction product. The product is: [CH:14]1[C:26]2[CH:25]([CH2:27][O:28][C:29]([N:8]([CH:9]([CH2:11][CH3:12])[CH3:10])[CH2:7][C:6]([OH:5])=[O:13])=[O:30])[C:24]3[C:19](=[CH:20][CH:21]=[CH:22][CH:23]=3)[C:18]=2[CH:17]=[CH:16][CH:15]=1. (3) Given the reactants [N:1]1([CH2:7][CH2:8][OH:9])[CH2:6][CH2:5][NH:4][CH2:3][CH2:2]1.C(N(CC)CC)C.[CH3:17][S:18](Cl)(=[O:20])=[O:19], predict the reaction product. The product is: [CH3:17][S:18]([N:4]1[CH2:5][CH2:6][N:1]([CH2:7][CH2:8][OH:9])[CH2:2][CH2:3]1)(=[O:20])=[O:19]. (4) Given the reactants [CH3:1][O:2][C:3](=[O:12])[C:4]1[CH:9]=[CH:8][CH:7]=[C:6]([CH:10]=O)[CH:5]=1.C([O-])(=O)C.[NH4+].[N+:18]([CH2:21][CH3:22])([O-:20])=[O:19], predict the reaction product. The product is: [CH3:1][O:2][C:3](=[O:12])[C:4]1[CH:9]=[CH:8][CH:7]=[C:6]([CH:10]=[C:21]([N+:18]([O-:20])=[O:19])[CH3:22])[CH:5]=1. (5) The product is: [Cl:26][C:24]1[CH:23]=[CH:22][C:21]([C:27]([F:30])([F:29])[F:28])=[C:20]([C:18]2[N:33]=[N:32][C:2]3[CH2:3][CH2:4][CH2:5][CH2:6][CH2:7][CH2:8][C:1]=3[CH:17]=2)[CH:25]=1. Given the reactants [C:1]1(=O)[CH2:8][CH2:7][CH2:6][CH2:5][CH2:4][CH2:3][C:2]1=O.COP([CH2:17][C:18]([C:20]1[CH:25]=[C:24]([Cl:26])[CH:23]=[CH:22][C:21]=1[C:27]([F:30])([F:29])[F:28])=O)(=O)OC.O.[NH2:32][NH2:33], predict the reaction product. (6) Given the reactants OC1C=CC=CN=1.[C:8]([O:12][C:13](=[O:41])[NH:14][C@H:15]([C@@H:34]1[CH2:38][C@@H:37]([CH3:39])[C:36](=[O:40])[O:35]1)[CH2:16][N:17]1[CH2:22][C:21](=[O:23])[N:20]([C:24]2[C:29]([F:30])=[CH:28][CH:27]=[CH:26][C:25]=2[F:31])[CH2:19][C:18]1([CH3:33])[CH3:32])([CH3:11])([CH3:10])[CH3:9].O.[CH:43]1([NH2:49])[CH2:48][CH2:47][CH2:46][CH2:45][CH2:44]1, predict the reaction product. The product is: [C:8]([O:12][C:13](=[O:41])[NH:14][C@@H:15]([CH2:16][N:17]1[CH2:22][C:21](=[O:23])[N:20]([C:24]2[C:29]([F:30])=[CH:28][CH:27]=[CH:26][C:25]=2[F:31])[CH2:19][C:18]1([CH3:33])[CH3:32])[C@@H:34]([OH:35])[CH2:38][C@H:37]([C:36](=[O:40])[NH:49][CH:43]1[CH2:48][CH2:47][CH2:46][CH2:45][CH2:44]1)[CH3:39])([CH3:11])([CH3:9])[CH3:10]. (7) Given the reactants C(OC([N:8]1[CH2:13][CH2:12][N:11]([C:14]2[S:15][C:16]([S:19]([CH2:22][CH2:23][CH2:24][CH3:25])(=[O:21])=[O:20])=[CH:17][N:18]=2)[CH2:10][CH2:9]1)=O)(C)(C)C.[ClH:26], predict the reaction product. The product is: [ClH:26].[CH2:22]([S:19]([C:16]1[S:15][C:14]([N:11]2[CH2:12][CH2:13][NH:8][CH2:9][CH2:10]2)=[N:18][CH:17]=1)(=[O:21])=[O:20])[CH2:23][CH2:24][CH3:25]. (8) Given the reactants [CH3:1][N:2]1[C:11]2[N:10]=[CH:9][N:8]=[C:7]([N:12]3[CH2:17][CH2:16][CH:15]([N:18]4[C:22]5[CH:23]=[CH:24][CH:25]=[CH:26][C:21]=5[NH:20][C:19]4=O)[CH2:14][CH2:13]3)[C:6]=2[N:5]=[C:4]([O:28][CH3:29])[C:3]1=[O:30].N1CCC(N2C3C=CC=CC=3N[C:38]2=[O:46])CC1.C1(N2C3(CCNCC3)C(=O)NC2)C=CC=CC=1, predict the reaction product. The product is: [CH3:29][O:28][C:4]1[C:3](=[O:30])[N:2]([CH3:1])[C:11]2[N:10]=[CH:9][N:8]=[C:7]([N:12]3[CH2:17][CH2:16][C:15]4([N:18]([C:22]5[CH:23]=[CH:24][CH:25]=[CH:26][CH:21]=5)[CH2:19][NH:20][C:38]4=[O:46])[CH2:14][CH2:13]3)[C:6]=2[N:5]=1. (9) Given the reactants F[C:2]1[CH:3]=[C:4]([CH:7]=[CH:8][CH:9]=1)[C:5]#[N:6].[Br:10][C:11]1[CH:12]=[N:13][NH:14][CH:15]=1.C(=O)([O-])[O-].[K+].[K+], predict the reaction product. The product is: [Br:10][C:11]1[CH:12]=[N:13][N:14]([C:2]2[CH:3]=[C:4]([CH:7]=[CH:8][CH:9]=2)[C:5]#[N:6])[CH:15]=1.